Task: Predict the product of the given reaction.. Dataset: Forward reaction prediction with 1.9M reactions from USPTO patents (1976-2016) The product is: [Cl:1][C:2]1[CH:3]=[C:4]([C:9]([C:11]2[CH:12]=[C:16]([CH:17]=[CH:18][CH:19]=2)[C:64]([NH:20][CH2:21][C:22]2[CH:27]=[C:26]([C:28]3[CH:33]=[CH:32][CH:31]=[C:30]([CH2:34][N:35]4[CH2:40][CH2:39][NH:38][C@@H:37]([CH3:48])[CH2:36]4)[CH:29]=3)[C:25]([F:49])=[CH:24][CH:23]=2)=[O:65])=[O:10])[CH:5]=[CH:6][C:7]=1[Cl:8]. Given the reactants [Cl:1][C:2]1[CH:3]=[C:4]([C:9]([C:11]2[CH:19]=[CH:18][CH:17]=[CH:16][C:12]=2C(O)=O)=[O:10])[CH:5]=[CH:6][C:7]=1[Cl:8].[NH2:20][CH2:21][C:22]1[CH:23]=[CH:24][C:25]([F:49])=[C:26]([C:28]2[CH:33]=[CH:32][CH:31]=[C:30]([CH2:34][N:35]3[CH2:40][CH2:39][N:38](C(OC(C)(C)C)=O)[C@@H:37]([CH3:48])[CH2:36]3)[CH:29]=2)[CH:27]=1.C(Cl)CCl.C1C=CC2N(O)N=NC=2C=1.[C:64]([O-])([O-])=[O:65].[Na+].[Na+].C(O)(C(F)(F)F)=O, predict the reaction product.